From a dataset of Catalyst prediction with 721,799 reactions and 888 catalyst types from USPTO. Predict which catalyst facilitates the given reaction. (1) Reactant: [F:1][C:2]1[CH:3]=[C:4]([CH:8]=[C:9]([N+:11]([O-:13])=[O:12])[CH:10]=1)[C:5]([OH:7])=[O:6].[C:14]1(C)[C:15](S(O)(=O)=O)=CC=C[CH:19]=1.C(O)C=C. Product: [F:1][C:2]1[CH:3]=[C:4]([CH:8]=[C:9]([N+:11]([O-:13])=[O:12])[CH:10]=1)[C:5]([O:7][CH2:15][CH:14]=[CH2:19])=[O:6]. The catalyst class is: 66. (2) Reactant: [N:1]1([C:10]2[CH:15]=[CH:14][C:13]([N:16]3[C:20]4=[N:21][CH:22]=[CH:23][CH:24]=[C:19]4[NH:18][C:17]3=[O:25])=[CH:12][CH:11]=2)[C:5]2=[N:6][CH:7]=[CH:8][CH:9]=[C:4]2[CH:3]=[N:2]1.I[CH2:27][CH3:28]. Product: [CH2:27]([N:18]1[C:19]2[C:20](=[N:21][CH:22]=[CH:23][CH:24]=2)[N:16]([C:13]2[CH:14]=[CH:15][C:10]([N:1]3[C:5]4=[N:6][CH:7]=[CH:8][CH:9]=[C:4]4[CH:3]=[N:2]3)=[CH:11][CH:12]=2)[C:17]1=[O:25])[CH3:28]. The catalyst class is: 6. (3) Reactant: [NH2:1][C:2]1[N:7]=[CH:6][C:5]([C:8]([C:10]2[CH:15]=[CH:14][C:13]([F:16])=[CH:12][CH:11]=2)=O)=[CH:4][CH:3]=1.S(=O)(=O)(O)O.[SiH](CC)(CC)CC.[OH-].[Na+]. Product: [F:16][C:13]1[CH:14]=[CH:15][C:10]([CH2:8][C:5]2[CH:4]=[CH:3][C:2]([NH2:1])=[N:7][CH:6]=2)=[CH:11][CH:12]=1. The catalyst class is: 574. (4) Reactant: [N:1](OCCCC)=O.[CH2:8]([CH:10]([NH:13][C:14]1[CH:19]=[C:18]([CH3:20])[N:17]=[C:16]([NH:21][C:22]2[C:27]([CH3:28])=[CH:26][C:25]([CH3:29])=[CH:24][C:23]=2[CH3:30])[C:15]=1[NH2:31])[CH2:11][CH3:12])[CH3:9].Cl.[OH-].[Na+]. Product: [CH2:8]([CH:10]([NH:13][C:14]1[CH:19]=[C:18]([CH3:20])[N:17]=[C:16]2[N:21]([C:22]3[C:27]([CH3:28])=[CH:26][C:25]([CH3:29])=[CH:24][C:23]=3[CH3:30])[N:1]=[N:31][C:15]=12)[CH2:11][CH3:12])[CH3:9]. The catalyst class is: 10. (5) Reactant: [F:1][C:2]1[CH:7]=[CH:6][C:5]([C:8]2[C:17]3[C:12](=[CH:13][C:14]([S:18]([N:21](CC4C=CC(OC)=CC=4)[C:22]4[S:23][CH:24]=[CH:25][N:26]=4)(=[O:20])=[O:19])=[CH:15][CH:16]=3)[CH:11]=[CH:10][N:9]=2)=[C:4]([OH:36])[CH:3]=1.C(O)(C(F)(F)F)=O. Product: [F:1][C:2]1[CH:7]=[CH:6][C:5]([C:8]2[C:17]3[C:12](=[CH:13][C:14]([S:18]([NH:21][C:22]4[S:23][CH:24]=[CH:25][N:26]=4)(=[O:19])=[O:20])=[CH:15][CH:16]=3)[CH:11]=[CH:10][N:9]=2)=[C:4]([OH:36])[CH:3]=1. The catalyst class is: 2. (6) Reactant: [H-].[Na+].[CH:3]1[C:19]2[CH2:18][C@H:17]3[N:20]([CH2:22][CH2:23][C@@:9]45[C@H:16]3[CH:15]=[CH:14][C@H:12]([OH:13])[C@@H:10]4[O:11][C:7]([C:8]=25)=[C:5]([OH:6])[CH:4]=1)[CH3:21].Br[CH2:25][CH2:26][CH2:27][N:28]1[C:32](=[O:33])[C:31]2=[CH:34][CH:35]=[CH:36][CH:37]=[C:30]2[C:29]1=[O:38].[NH4+].[OH-]. Product: [C:29]1(=[O:38])[N:28]([CH2:27][CH2:26][CH2:25][O:6][C:5]2[CH:4]=[CH:3][C:19]3[CH2:18][C@H:17]4[N:20]([CH3:21])[CH2:22][CH2:23][C@:9]56[C:8]=3[C:7]=2[O:11][C@H:10]5[C@@H:12]([OH:13])[CH:14]=[CH:15][C@@H:16]46)[C:32](=[O:33])[C:31]2=[CH:34][CH:35]=[CH:36][CH:37]=[C:30]12. The catalyst class is: 72. (7) Product: [Cl:1][C:2]1[N:7]=[C:6]([C:8]([O:10][CH2:11][CH3:12])=[O:9])[C:5]([CH3:13])=[C:4]([N:19]2[CH2:20][CH2:21][N:16]([CH3:15])[CH2:17][C@@H:18]2[CH3:22])[N:3]=1. The catalyst class is: 8. Reactant: [Cl:1][C:2]1[N:7]=[C:6]([C:8]([O:10][CH2:11][CH3:12])=[O:9])[C:5]([CH3:13])=[C:4](Cl)[N:3]=1.[CH3:15][N:16]1[CH2:21][CH2:20][NH:19][C@@H:18]([CH3:22])[CH2:17]1.C(N(CC)C(C)C)(C)C.